From a dataset of Experimentally validated miRNA-target interactions with 360,000+ pairs, plus equal number of negative samples. Binary Classification. Given a miRNA mature sequence and a target amino acid sequence, predict their likelihood of interaction. (1) The miRNA is mmu-miR-6516-3p with sequence UCAUGUAUGAUACUGCAAACAG. The protein sequence of the target gene is MNPQQQRMAAIGTDKELSDLLDFSAMFSPPVNSGKTRPTTLGSSQFSGSGMDERGGTTSWGTSGQPSPSYDSSRGFTDSPHYSDHLNDSRLGTHEGLSPTPFMNSNLIGKTSERGSFSLYSRDSGLSGCQSSLLRQDLGLGSPAQLSSSGKPGTPYYSFSATSSRRRPLHDSVALDPLQAKKVRKVPPGLPSSVYAPSPNSDDFNRESPSYPSPKPPTSMFASTFFMQDGTHSSSDLWSSSNGMSQPGFGGILGTSTSHMSQSSSYGSLHSHDRLSYPPHSVSPTDINTSLPPMSSFHRG.... Result: 0 (no interaction). (2) The miRNA is hsa-miR-125a-5p with sequence UCCCUGAGACCCUUUAACCUGUGA. The protein sequence of the target gene is MEICRGLRSHLITLLLFLFHSETICRPSGRKSSKMQAFRIWDVNQKTFYLRNNQLVAGYLQGPNVNLEEKIDVVPIEPHALFLGIHGGKMCLSCVKSGDETRLQLEAVNITDLSENRKQDKRFAFIRSDSGPTTSFESAACPGWFLCTAMEADQPVSLTNMPDEGVMVTKFYFQEDE. Result: 1 (interaction). (3) The protein sequence of the target gene is MEVTTRLTWNDENHLRKLLGNVSLSLLYKSSVHGGSIEDMVERCSRQGCTITMAYIDYNMIVAFMLGNYINLHESSTEPNDSLWFSLQKKNDTTEIETLLLNTAPKIIDEQLVCRLSKTDIFIICRDNKIYLDKMITRNLKLRFYGHRQYLECEVFRVEGIKDNLDDIKRIIKAREHRNRLLADIRDYRPYADLVSEIRILLVGPVGSGKSSFFNSVKSIFHGHVTGQAVVGSDITSITERYRIYSVKDGKNGKSLPFMLCDTMGLDGAEGAGLCMDDIPHILKGCMPDRYQFNSRKPIT.... The miRNA is hsa-miR-6817-3p with sequence UCUCUCUGACUCCAUGGCA. Result: 1 (interaction). (4) The protein sequence of the target gene is MMPGETHSAAPGTAADLSRCQGCASLQQNLNEYVEALITLKQKIINTDNLLTEYQKKCDELQFARRENSNLHHQVEEMLQKISPLQKCQEELGSLKAELEEKKSSLKLYQDTHQEYARVKEECLKSDAQKKKLEAKVKKLQEAAVKQTQDFKQLRNEKKILEKEFKKTQERLDEFSKQKNEKELRHIGTQISSDSYGSIDKRKVKLLLKELWLCVNTTHRLPGEGSRCVPEKPAKAITSSRVPGEDGTLPPTQGSPLRTSNVQTCLTKLSMEIKEDFLCQNVEKQSSSGTNCSSDHVFNE.... The miRNA is hsa-miR-539-5p with sequence GGAGAAAUUAUCCUUGGUGUGU. Result: 0 (no interaction). (5) Result: 1 (interaction). The miRNA is hsa-miR-3679-3p with sequence CUUCCCCCCAGUAAUCUUCAUC. The protein sequence of the target gene is MMTSVGTNRARGNWEQPQNQNQTQHKQRPQATAEQIRLAQMISDHNDADFEEKVKQLIDITGKNQDECVIALHDCNGDVNRAINVLLEGNPDTHSWEMVGKKKGVSGQKDGGQTESNEEGKENRDRDRDYSRRRGGPPRRGRGASRGREFRGQENGLDGTKSGGPSGRGTERGRRGRGRGRGGSGRRGGRFSAQGMGTFNPADYAEPANTDDNYGNSSGNTWNNTGHFEPDDGTSAWRTATEEWGTEDWNEDLSETKIFTASNVSSVPLPAENVTITAGQRIDLAVLLGKTPSTMENDSS.... (6) The miRNA is mmu-miR-546 with sequence AUGGUGGCACGGAGUC. The protein sequence of the target gene is MAVARHGCPPWGSILGLLVLALAAAAAWDVSFLRCSLGSFCECDFWPDLPGLECDLARHLAGQHLAKALVVKSLKAFVQDPAPSKPLVLSLHGWTGTGKSYVSSLLAQYLFRGGLRSPHVHHFSPIIHFPHPSHTEQYKNELKSWVQGNLTACGRSLFLFDEMDKLPPGLMEVLKPFLGPSWVVYGTNYRKAIFIFISNTGGEQINQVALEAWRSRRDREEISLQEVEPAVSQAVLDNPHHGFWRSGIMEEQLLDAVVPFLPLQRHHVRHCVLNELAQLGLEPREEVVQAVLDSTTYFPE.... Result: 0 (no interaction).